Dataset: Full USPTO retrosynthesis dataset with 1.9M reactions from patents (1976-2016). Task: Predict the reactants needed to synthesize the given product. (1) Given the product [CH2:29]([S:26]([C:22]1[CH:21]=[C:20]([C:9]2[C:10]3[C:18]4[CH:17]=[C:16]([CH3:19])[CH:15]=[N:14][C:13]=4[NH:12][C:11]=3[C:6]([CH3:1])=[N:7][CH:8]=2)[CH:25]=[CH:24][CH:23]=1)(=[O:28])=[O:27])[CH3:30], predict the reactants needed to synthesize it. The reactants are: [CH3:1][Al](C)C.Cl[C:6]1[C:11]2[NH:12][C:13]3[C:18]([C:10]=2[C:9]([C:20]2[CH:25]=[CH:24][CH:23]=[C:22]([S:26]([CH2:29][CH3:30])(=[O:28])=[O:27])[CH:21]=2)=[CH:8][N:7]=1)=[CH:17][C:16]([CH3:19])=[CH:15][N:14]=3. (2) Given the product [F:1][C:2]([F:7])([F:6])[C:3]([OH:5])=[O:4].[Cl:8][C:9]1[CH:14]=[CH:13][C:12]([CH2:15][NH:16][C:17]([C:19]2[NH:20][C:21]3[C:26]([CH:27]=2)=[CH:25][C:24]([NH:28][C:29](=[O:30])[C@@H:31]2[CH2:35][CH2:34][CH2:33][NH:32]2)=[CH:23][CH:22]=3)=[O:18])=[C:11]([F:43])[C:10]=1[O:44][C:45]1[CH:50]=[C:49]([C:51]#[N:52])[CH:48]=[C:47]([Cl:53])[CH:46]=1, predict the reactants needed to synthesize it. The reactants are: [F:1][C:2]([F:7])([F:6])[C:3]([OH:5])=[O:4].[Cl:8][C:9]1[CH:14]=[CH:13][C:12]([CH2:15][NH:16][C:17]([C:19]2[NH:20][C:21]3[C:26]([CH:27]=2)=[CH:25][C:24]([NH:28][C:29]([C@@H:31]2[CH2:35][CH2:34][CH2:33][N:32]2C(OC(C)(C)C)=O)=[O:30])=[CH:23][CH:22]=3)=[O:18])=[C:11]([F:43])[C:10]=1[O:44][C:45]1[CH:50]=[C:49]([C:51]#[N:52])[CH:48]=[C:47]([Cl:53])[CH:46]=1. (3) Given the product [NH2:1][C@H:2]([CH2:17][C:18]1[CH:23]=[CH:22][C:21]([CH2:24][CH3:25])=[C:20]([CH2:26][CH3:27])[CH:19]=1)[C:3]([OH:4])=[O:28], predict the reactants needed to synthesize it. The reactants are: [NH2:1][C@H:2]([CH2:17][C:18]1[CH:23]=[CH:22][C:21]([CH2:24][CH3:25])=[C:20]([CH2:26][CH3:27])[CH:19]=1)[C:3](N([C@@H](C)[C@@H](O)C1C=CC=CC=1)C)=[O:4].[OH2:28]. (4) Given the product [NH:5]1[C:6]2[CH:11]=[CH:10][CH:9]=[CH:8][C:7]=2[N:3]=[C:4]1[C@H:12]([NH:22][C:23](=[O:34])[NH:24][C@@H:25]1[CH2:30][CH2:29][CH2:28][CH2:27][C@H:26]1[C:31]([NH2:1])=[O:33])[CH2:13][C:14]1[CH:15]=[CH:16][C:17]([O:20][CH3:21])=[CH:18][CH:19]=1, predict the reactants needed to synthesize it. The reactants are: [N:1]#N.[NH:3]1[C:7]2[CH:8]=[CH:9][CH:10]=[CH:11][C:6]=2[N:5]=[C:4]1[C@H:12]([NH:22][C:23](=[O:34])[NH:24][C@@H:25]1[CH2:30][CH2:29][CH2:28][CH2:27][C@H:26]1[C:31]([O-:33])=O)[CH2:13][C:14]1[CH:19]=[CH:18][C:17]([O:20][CH3:21])=[CH:16][CH:15]=1.[Li+].ClC(O)=O.C(OC(Cl)=O)C(C)C.[OH-].[NH4+]. (5) The reactants are: Br[C:2]1[CH:3]=[CH:4][CH:5]=[C:6]2[C:10]=1[N:9]([CH2:11][C:12]1[CH:21]=[CH:20][CH:19]=[CH:18][C:13]=1[C:14]([O:16]C)=[O:15])[C:8]([CH3:22])=[C:7]2[CH2:23][CH2:24][CH2:25][O:26][C:27]1[CH:32]=[C:31]([CH3:33])[C:30]([Cl:34])=[C:29]([CH3:35])[CH:28]=1.C(=O)([O-])[O-].[K+].[K+].[CH3:42][C:43]1[C:47](B2OC(C)(C)C(C)(C)O2)=[C:46]([CH3:57])[NH:45][N:44]=1. Given the product [Cl:34][C:30]1[C:29]([CH3:35])=[CH:28][C:27]([O:26][CH2:25][CH2:24][CH2:23][C:7]2[C:6]3[C:10](=[C:2]([C:47]4[C:43]([CH3:42])=[N:44][NH:45][C:46]=4[CH3:57])[CH:3]=[CH:4][CH:5]=3)[N:9]([CH2:11][C:12]3[CH:21]=[CH:20][CH:19]=[CH:18][C:13]=3[C:14]([OH:16])=[O:15])[C:8]=2[CH3:22])=[CH:32][C:31]=1[CH3:33], predict the reactants needed to synthesize it. (6) Given the product [CH3:14][CH:6]([CH2:7]/[C:8](/[CH3:13])=[CH:9]/[C:15]1[CH:20]=[CH:19][CH:18]=[CH:17][CH:16]=1)[CH:5]=[O:4], predict the reactants needed to synthesize it. The reactants are: C([O:4][CH2:5]/[C:6](/[CH3:14])=[CH:7]/[C:8]1[CH:13]=CC=C[CH:9]=1)C=C.[CH:15]1[CH:20]=[CH:19][CH:18]=[CH:17][CH:16]=1.